Dataset: Full USPTO retrosynthesis dataset with 1.9M reactions from patents (1976-2016). Task: Predict the reactants needed to synthesize the given product. (1) Given the product [C@H:7]1([NH:6][C:4](=[O:5])[O:32][CH2:31][C:33]2[CH:10]=[CH:11][CH:7]=[CH:8][CH:9]=2)[CH2:11][CH2:10][C@H:9]([NH:12][C:13](=[O:19])[O:14][C:15]([CH3:16])([CH3:17])[CH3:18])[CH2:8]1, predict the reactants needed to synthesize it. The reactants are: Cl.FC(F)(C1C=CC(C)=CC=1)[C:4]([NH:6][C@H:7]1[CH2:11][CH2:10][C@H:9]([NH:12][C:13](=[O:19])[O:14][C:15]([CH3:18])([CH3:17])[CH3:16])[CH2:8]1)=[O:5].CCO[C:31]([CH3:33])=[O:32]. (2) Given the product [Cl:51][C:4]1[CH:5]=[CH:6][C:1]([N:7]2[C:12](=[O:13])[C:11]3[S:14][CH:15]=[C:16]([C:17]4[CH:18]=[CH:19][C:20]([O:39][CH3:40])=[CH:21][CH:22]=4)[C:10]=3[N:9]=[CH:8]2)=[CH:2][CH:3]=1, predict the reactants needed to synthesize it. The reactants are: [C:1]1([N:7]2[C:12](=[O:13])[C:11]3[S:14][CH:15]=[C:16]([C:17]4[CH:22]=[CH:21][CH:20]=[CH:19][CH:18]=4)[C:10]=3[N:9]=[CH:8]2)[CH:6]=[CH:5][CH:4]=[CH:3][CH:2]=1.NC1C(C2C=CC(OC)=CC=2)=CSC=1C([O:39][CH3:40])=O.C(OCC)(OCC)OCC.[Cl:51]C1C=CC(N)=CC=1. (3) Given the product [Br:16][C:14]1[CH:15]=[C:10]([NH:1][C:2]2[CH:3]=[CH:4][CH:5]=[C:6]([OH:8])[N:7]=2)[C:11](=[O:18])[N:12]([CH3:17])[CH:13]=1, predict the reactants needed to synthesize it. The reactants are: [NH2:1][C:2]1[N:7]=[C:6]([OH:8])[CH:5]=[CH:4][CH:3]=1.Br[C:10]1[C:11](=[O:18])[N:12]([CH3:17])[CH:13]=[C:14]([Br:16])[CH:15]=1.C(=O)([O-])[O-].[Cs+].[Cs+].CC1(C)C2C(=C(P(C3C=CC=CC=3)C3C=CC=CC=3)C=CC=2)OC2C(P(C3C=CC=CC=3)C3C=CC=CC=3)=CC=CC1=2. (4) Given the product [NH:8]1[CH2:9][CH:10]([N:12]2[CH2:17][CH2:16][O:15][CH2:14][C@H:13]2[CH2:18][CH2:19][OH:20])[CH2:11]1, predict the reactants needed to synthesize it. The reactants are: C1(C(C2C=CC=CC=2)[N:8]2[CH2:11][CH:10]([N:12]3[CH2:17][CH2:16][O:15][CH2:14][C@H:13]3[CH2:18][CH2:19][OH:20])[CH2:9]2)C=CC=CC=1.C(O)(=O)C. (5) Given the product [Cl:1][C:2]1[CH:3]=[C:4]2[C:9](=[CH:10][CH:11]=1)[C:8]([CH3:12])([CH3:13])[C:7](=[O:14])[C:6]([C:15]([NH:26][C@@H:25]([C:24]([O:23][CH3:22])=[O:28])[CH3:27])=[O:16])=[C:5]2[OH:20], predict the reactants needed to synthesize it. The reactants are: [Cl:1][C:2]1[CH:3]=[C:4]2[C:9](=[CH:10][CH:11]=1)[C:8]([CH3:13])([CH3:12])[C:7](=[O:14])[C:6]([C:15](OCC)=[O:16])=[C:5]2[OH:20].Cl.[CH3:22][O:23][C:24](=[O:28])[C@@H:25]([CH3:27])[NH2:26].C(N(C(C)C)C(C)C)C.